Dataset: Full USPTO retrosynthesis dataset with 1.9M reactions from patents (1976-2016). Task: Predict the reactants needed to synthesize the given product. Given the product [C:25]([O:28][C@H:29]([C:32]#[C:33][C:34]#[C:35][C@H:36]([NH:46][C:7](=[O:9])[C:2]1[CH:3]=[CH:4][CH:5]=[CH:6][N:1]=1)[CH2:37][CH2:38][CH2:39][CH2:40][CH2:41][CH2:42][CH2:43][CH2:44][CH3:45])[CH:30]=[CH2:31])(=[O:27])[CH3:26], predict the reactants needed to synthesize it. The reactants are: [N:1]1[CH:6]=[CH:5][CH:4]=[CH:3][C:2]=1[C:7]([OH:9])=O.C1CCC(N=C=NC2CCCCC2)CC1.[C:25]([O:28][C@H:29]([C:32]#[C:33][C:34]#[C:35][C@H:36]([NH2:46])[CH2:37][CH2:38][CH2:39][CH2:40][CH2:41][CH2:42][CH2:43][CH2:44][CH3:45])[CH:30]=[CH2:31])(=[O:27])[CH3:26].